From a dataset of Full USPTO retrosynthesis dataset with 1.9M reactions from patents (1976-2016). Predict the reactants needed to synthesize the given product. (1) Given the product [CH3:27][O:26][C:16]1[CH:17]=[C:18]([CH2:21][CH2:22][NH2:23])[CH:19]=[CH:20][C:15]=1[O:14][CH2:7][C:8]1[CH:9]=[CH:10][CH:11]=[CH:12][CH:13]=1, predict the reactants needed to synthesize it. The reactants are: [H-].[Al+3].[Li+].[H-].[H-].[H-].[CH2:7]([O:14][C:15]1[CH:20]=[CH:19][C:18]([CH:21]=[CH:22][N+:23]([O-])=O)=[CH:17][C:16]=1[O:26][CH3:27])[C:8]1[CH:13]=[CH:12][CH:11]=[CH:10][CH:9]=1.[OH-].[Na+]. (2) Given the product [Br:1][C:2]1[CH:3]=[CH:4][C:5]2[C@@:11]3([CH:20]=[O:21])[CH2:12][CH2:13][C:14]4([CH2:19][C@H:10]3[CH2:9][CH2:8][O:7][C:6]=2[CH:22]=1)[O:18][CH2:17][CH2:16][O:15]4.[Br:23][C:24]1[CH:25]=[CH:26][C:27]2[C@:33]3([CH:42]=[O:43])[CH2:34][CH2:35][C:36]4([CH2:41][C@@H:32]3[CH2:31][CH2:30][O:29][C:28]=2[CH:44]=1)[O:40][CH2:39][CH2:38][O:37]4, predict the reactants needed to synthesize it. The reactants are: [Br:1][C:2]1[CH:3]=[CH:4][C:5]2[C@@:11]3([CH2:20][OH:21])[CH2:12][CH2:13][C:14]4([CH2:19][C@H:10]3[CH2:9][CH2:8][O:7][C:6]=2[CH:22]=1)[O:18][CH2:17][CH2:16][O:15]4.[Br:23][C:24]1[CH:25]=[CH:26][C:27]2[C@:33]3([CH2:42][OH:43])[CH2:34][CH2:35][C:36]4([CH2:41][C@@H:32]3[CH2:31][CH2:30][O:29][C:28]=2[CH:44]=1)[O:40][CH2:39][CH2:38][O:37]4.CC(OI1(OC(C)=O)(OC(C)=O)OC(=O)C2C=CC=CC1=2)=O. (3) Given the product [OH:6][C@H:4]1[C@H:3]2[O:7][CH2:8][C@H:9]([O:10][S:17]([C:12]3[CH:11]=[CH:16][C:15]([CH3:23])=[CH:14][CH:13]=3)(=[O:18])=[O:19])[C@H:2]2[O:1][CH2:5]1.[OH:6][C@@H:4]1[C@H:3]2[O:7][CH2:8][C@@H:9]([O:10][S:17]([C:12]3[CH:11]=[CH:16][C:15]([CH3:23])=[CH:14][CH:13]=3)(=[O:18])=[O:19])[C@H:2]2[O:1][CH2:5]1, predict the reactants needed to synthesize it. The reactants are: [O:1]1[CH2:5][CH:4]([OH:6])[CH:3]2[O:7][CH2:8][CH:9]([OH:10])[CH:2]12.[C:11]1(C)[C:12]([S:17](Cl)(=[O:19])=[O:18])=[CH:13][CH:14]=[CH:15][CH:16]=1.N1C=CC=C[CH:23]=1. (4) The reactants are: [NH2:1][C:2]1[N:6]=[C:5]([CH:7]([CH3:9])[CH3:8])[NH:4][N:3]=1.[C:10]1([CH:16]([C:22](OCC)=[O:23])[C:17](OCC)=[O:18])[CH:15]=[CH:14][CH:13]=[CH:12][CH:11]=1. Given the product [CH:7]([C:5]1[N:6]=[C:2]2[N:1]=[C:17]([OH:18])[C:16]([C:10]3[CH:15]=[CH:14][CH:13]=[CH:12][CH:11]=3)=[C:22]([OH:23])[N:3]2[N:4]=1)([CH3:9])[CH3:8], predict the reactants needed to synthesize it. (5) Given the product [Br:1][C:2]1[CH:7]=[CH:6][C:5]([CH:8]([O:22][CH3:24])[C:9]([N:10]2[CH2:16][C:15]3([CH3:18])[CH2:17][CH:11]2[CH2:12][C:13]([CH3:19])([CH3:20])[CH2:14]3)=[O:21])=[C:4]([F:23])[CH:3]=1, predict the reactants needed to synthesize it. The reactants are: [Br:1][C:2]1[CH:7]=[CH:6][C:5]([CH:8]([OH:22])[C:9](=[O:21])[N:10]2[CH2:16][C:15]3([CH3:18])[CH2:17][CH:11]2[CH2:12][C:13]([CH3:20])([CH3:19])[CH2:14]3)=[C:4]([F:23])[CH:3]=1.[CH3:24]N(C)C=O.[H-].[Na+].CI.Cl. (6) Given the product [CH3:19][O:18][C:12]1[CH:11]=[CH:10][C:9]2[C:8]3[C:7](=[C:2]([C:3]([O:5][CH3:6])=[O:4])[NH:22][N:23]=3)[CH:16]([CH3:17])[CH2:15][C:14]=2[CH:13]=1, predict the reactants needed to synthesize it. The reactants are: O/[C:2](=[C:7]1\[C:8](=O)[C:9]2[C:14]([CH2:15][CH:16]\1[CH3:17])=[CH:13][C:12]([O:18][CH3:19])=[CH:11][CH:10]=2)/[C:3]([O:5][CH3:6])=[O:4].Cl.[NH2:22][NH2:23].C([O-])(O)=O.[Na+].O. (7) Given the product [Br:1][C:2]1[CH:3]=[CH:4][C:5]2[N:6]([C:16]3[CH:21]=[C:20]([C:22]4[CH:27]=[CH:26][CH:25]=[CH:24][CH:23]=4)[CH:19]=[C:18]([C:28]4[CH:33]=[CH:32][CH:31]=[CH:30][CH:29]=4)[CH:17]=3)[C:7]3[C:12]([C:13]=2[CH:14]=1)=[CH:11][CH:10]=[CH:9][CH:8]=3, predict the reactants needed to synthesize it. The reactants are: [Br:1][C:2]1[CH:3]=[CH:4][C:5]2[NH:6][C:7]3[C:12]([C:13]=2[CH:14]=1)=[CH:11][CH:10]=[CH:9][CH:8]=3.I[C:16]1[CH:17]=[C:18]([C:28]2[CH:33]=[CH:32][CH:31]=[CH:30][CH:29]=2)[CH:19]=[C:20]([C:22]2[CH:27]=[CH:26][CH:25]=[CH:24][CH:23]=2)[CH:21]=1.[OH-].[K+].